From a dataset of Reaction yield outcomes from USPTO patents with 853,638 reactions. Predict the reaction yield, written as a fraction of the theoretical maximum amount of product (1.0 means a 100% yield; for example, 0.34 means a 34% yield). (1) The reactants are [Cl:1][C:2]1[CH:3]=[C:4]2[C:9](=[CH:10][C:11]=1[OH:12])[O:8][CH2:7][CH2:6][CH:5]2[C:13]([O:15][CH2:16][CH3:17])=[O:14].[Br:18]Br. The catalyst is C(O)(=O)C. The product is [Br:18][C:10]1[C:11]([OH:12])=[C:2]([Cl:1])[CH:3]=[C:4]2[C:9]=1[O:8][CH2:7][CH2:6][CH:5]2[C:13]([O:15][CH2:16][CH3:17])=[O:14]. The yield is 0.900. (2) The reactants are [CH2:1]([O:8][C:9]([C@@H:11]1[CH2:15][CH2:14][C:13]([CH2:17]C(O)=O)([OH:16])[CH2:12]1)=[O:10])[C:2]1[CH:7]=[CH:6][CH:5]=[CH:4][CH:3]=1.C([N:23]([CH2:26]C)CC)C.C1(P(N=[N+]=[N-])(C2C=CC=CC=2)=[O:35])C=CC=CC=1. The catalyst is C1(C)C=CC=CC=1.O1CCCC1. The product is [O:35]=[C:26]1[NH:23][CH2:17][C:13]2([CH2:14][CH2:15][C@@H:11]([C:9]([O:8][CH2:1][C:2]3[CH:3]=[CH:4][CH:5]=[CH:6][CH:7]=3)=[O:10])[CH2:12]2)[O:16]1. The yield is 0.155. (3) The reactants are [C:1](N1C=CN=C1)(N1C=CN=C1)=[O:2].[Br:13][C:14]1[CH:19]=[CH:18][C:17]([OH:20])=[C:16]([CH2:21][NH:22][C:23]2[CH:28]=[CH:27][CH:26]=[CH:25][CH:24]=2)[CH:15]=1. The catalyst is CN(C1C=CN=CC=1)C.C(Cl)Cl. The product is [Br:13][C:14]1[CH:19]=[CH:18][C:17]2[O:20][C:1](=[O:2])[N:22]([C:23]3[CH:24]=[CH:25][CH:26]=[CH:27][CH:28]=3)[CH2:21][C:16]=2[CH:15]=1. The yield is 1.00. (4) The reactants are [Cl:1][C:2]1[CH:7]=[CH:6][C:5]([NH:8][C:9]2[N:14]3[N:15]=[CH:16][C:17]([S:18](O)(=[O:20])=[O:19])=[C:13]3[N:12]=[CH:11][C:10]=2[C:22]([O:24][CH2:25][CH3:26])=[O:23])=[C:4]([CH3:27])[CH:3]=1.[CH2:28]([NH2:30])[CH3:29]. The product is [Cl:1][C:2]1[CH:7]=[CH:6][C:5]([NH:8][C:9]2[N:14]3[N:15]=[CH:16][C:17]([S:18](=[O:19])(=[O:20])[NH:30][CH2:28][CH3:29])=[C:13]3[N:12]=[CH:11][C:10]=2[C:22]([O:24][CH2:25][CH3:26])=[O:23])=[C:4]([CH3:27])[CH:3]=1. The yield is 0.950. No catalyst specified.